From a dataset of Peptide-MHC class II binding affinity with 134,281 pairs from IEDB. Regression. Given a peptide amino acid sequence and an MHC pseudo amino acid sequence, predict their binding affinity value. This is MHC class II binding data. (1) The peptide sequence is QKILIKIPVTKNIIT. The MHC is DRB1_0802 with pseudo-sequence DRB1_0802. The binding affinity (normalized) is 0.287. (2) The peptide sequence is GELQIVDKIDAAFCI. The MHC is DRB1_1101 with pseudo-sequence DRB1_1101. The binding affinity (normalized) is 0.548. (3) The peptide sequence is PVTGCGERTEGRCLHYTV. The MHC is DRB1_1301 with pseudo-sequence DRB1_1301. The binding affinity (normalized) is 0.